This data is from Peptide-MHC class II binding affinity with 134,281 pairs from IEDB. The task is: Regression. Given a peptide amino acid sequence and an MHC pseudo amino acid sequence, predict their binding affinity value. This is MHC class II binding data. (1) The peptide sequence is LADKRPTAWFLPSIR. The MHC is DRB1_0701 with pseudo-sequence DRB1_0701. The binding affinity (normalized) is 0.576. (2) The MHC is HLA-DQA10101-DQB10501 with pseudo-sequence HLA-DQA10101-DQB10501. The peptide sequence is QLYSKFLLKAEPLAF. The binding affinity (normalized) is 0.411. (3) The peptide sequence is IKTLKFDALSGSQEV. The MHC is HLA-DQA10201-DQB10301 with pseudo-sequence HLA-DQA10201-DQB10301. The binding affinity (normalized) is 0.370. (4) The peptide sequence is HGLDVKFHTQAFSAH. The MHC is DRB3_0301 with pseudo-sequence DRB3_0301. The binding affinity (normalized) is 0.315. (5) The peptide sequence is HSRNLINELSERMAG. The MHC is DRB1_0802 with pseudo-sequence DRB1_0802. The binding affinity (normalized) is 0.667. (6) The peptide sequence is ESSQASGAYIFRPNVG. The MHC is H-2-IAs with pseudo-sequence H-2-IAs. The binding affinity (normalized) is 0.263. (7) The peptide sequence is AEVRSYCYLATVSDL. The MHC is DRB1_1101 with pseudo-sequence DRB1_1101. The binding affinity (normalized) is 0.537. (8) The peptide sequence is VSAIVGAAASVFVCL. The MHC is HLA-DQA10102-DQB10602 with pseudo-sequence HLA-DQA10102-DQB10602. The binding affinity (normalized) is 0.193. (9) The peptide sequence is EPTAAPAEPEAPAPE. The MHC is HLA-DQA10501-DQB10301 with pseudo-sequence HLA-DQA10501-DQB10301. The binding affinity (normalized) is 0.648. (10) The binding affinity (normalized) is 0. The peptide sequence is ATAAAIQLKCSDSMP. The MHC is HLA-DQA10101-DQB10501 with pseudo-sequence HLA-DQA10101-DQB10501.